Predict the reactants needed to synthesize the given product. From a dataset of Full USPTO retrosynthesis dataset with 1.9M reactions from patents (1976-2016). (1) Given the product [O:9]1[C:13]2[CH:14]=[CH:15][CH:16]=[CH:17][C:12]=2[CH:11]=[C:10]1[NH:1][C:2]1[CH:7]=[CH:6][CH:5]=[CH:4][N:3]=1, predict the reactants needed to synthesize it. The reactants are: [NH2:1][C:2]1[C:7](Br)=[CH:6][CH:5]=[CH:4][N:3]=1.[O:9]1[C:13]2[CH:14]=[CH:15][CH:16]=[CH:17][C:12]=2[CH:11]=[C:10]1B(O)O.C([O-])([O-])=O.[K+].[K+]. (2) Given the product [Cl:49][C:37]1[CH:38]=[CH:39][C:40]([CH2:32][NH:8][C:9](=[O:10])[C:11]2[C:12]([CH:63]=[CH2:64])=[CH:13][C:14]([N:18]3[CH2:19][CH2:20][O:21][CH2:22][CH2:23]3)=[CH:15][C:16]=2[CH3:17])=[CH:41][CH:42]=1, predict the reactants needed to synthesize it. The reactants are: ClC1C=CC([N:8]([CH3:32])[C:9]([C:11]2[C:16]([CH3:17])=[CH:15][C:14]([N:18]3[CH2:23][CH2:22][O:21][CH2:20][CH2:19]3)=[CH:13][C:12]=2OS(C(F)(F)F)(=O)=O)=[O:10])=CC=1.C([C:37]1[CH:42]=[C:41](C)[CH:40]=[C:39](C(C)(C)C)[C:38]=1O)(C)(C)C.[Cl-:49].[Li+].C(C([Sn])=C(CC[CH2:63][CH3:64])CCCC)CCC. (3) Given the product [Cl:31][C:25]1[CH:24]=[C:23]([C:20]2[CH:21]=[CH:22][N:18]([CH2:17][C@@H:16]([NH:15][C:12]([C:10]3[CH:11]=[C:7]([C:5]4[N:6]=[C:2]([CH3:1])[S:3][CH:4]=4)[NH:8][N:9]=3)=[O:14])[CH3:32])[N:19]=2)[CH:30]=[CH:29][C:26]=1[C:27]#[N:28], predict the reactants needed to synthesize it. The reactants are: [CH3:1][C:2]1[S:3][CH:4]=[C:5]([C:7]2[CH:11]=[C:10]([C:12]([OH:14])=O)[NH:9][N:8]=2)[N:6]=1.[NH2:15][C@@H:16]([CH3:32])[CH2:17][N:18]1[CH:22]=[CH:21][C:20]([C:23]2[CH:30]=[CH:29][C:26]([C:27]#[N:28])=[C:25]([Cl:31])[CH:24]=2)=[N:19]1. (4) Given the product [CH2:1]([C:3]1[CH:4]=[C:5]([NH2:13])[CH:6]=[C:7]2[C:12]=1[N:11]=[CH:10][CH:9]=[CH:8]2)[CH3:2], predict the reactants needed to synthesize it. The reactants are: [CH2:1]([C:3]1[CH:4]=[C:5]([N+:13]([O-])=O)[CH:6]=[C:7]2[C:12]=1[N:11]=[CH:10][CH:9]=[CH:8]2)[CH3:2]. (5) Given the product [CH:16]1[CH:17]=[CH:18][C:19]([C@@H:22]([NH2:39])[C:23]([NH:25][C@@H:26]2[C:33](=[O:34])[N:32]3[C@@H:27]2[CH2:28][CH2:29][C:30]([Cl:38])=[C:31]3[C:35]([OH:37])=[O:36])=[O:24])=[CH:20][CH:21]=1.[ClH:38], predict the reactants needed to synthesize it. The reactants are: O.CN(C)C(=O)C.O.CN1CCCC1=O.[CH:16]1[CH:17]=[CH:18][C:19]([C@@H:22]([NH2:39])[C:23]([NH:25][C@@H:26]2[C:33](=[O:34])[N:32]3[C@@H:27]2[CH2:28][CH2:29][C:30]([Cl:38])=[C:31]3[C:35]([OH:37])=[O:36])=[O:24])=[CH:20][CH:21]=1.